From a dataset of Reaction yield outcomes from USPTO patents with 853,638 reactions. Predict the reaction yield, written as a fraction of the theoretical maximum amount of product (1.0 means a 100% yield; for example, 0.34 means a 34% yield). The reactants are [OH:1][C:2]1[CH:7]=[CH:6][C:5]([C:8]2([CH2:12][C:13]([O:15][CH2:16][CH3:17])=[O:14])[CH2:11][O:10][CH2:9]2)=[CH:4][CH:3]=1.Br[CH2:19][C:20]1[CH:21]=[C:22]([C:26]2[CH:31]=[CH:30][C:29]([O:32][CH2:33][CH2:34][CH2:35][S:36]([CH3:39])(=[O:38])=[O:37])=[CH:28][C:27]=2[CH3:40])[CH:23]=[CH:24][CH:25]=1.C(=O)([O-])[O-].[Cs+].[Cs+]. The catalyst is CN(C=O)C. The product is [CH3:40][C:27]1[CH:28]=[C:29]([O:32][CH2:33][CH2:34][CH2:35][S:36]([CH3:39])(=[O:37])=[O:38])[CH:30]=[CH:31][C:26]=1[C:22]1[CH:23]=[CH:24][CH:25]=[C:20]([CH2:19][O:1][C:2]2[CH:7]=[CH:6][C:5]([C:8]3([CH2:12][C:13]([O:15][CH2:16][CH3:17])=[O:14])[CH2:9][O:10][CH2:11]3)=[CH:4][CH:3]=2)[CH:21]=1. The yield is 0.990.